Predict the product of the given reaction. From a dataset of Forward reaction prediction with 1.9M reactions from USPTO patents (1976-2016). (1) Given the reactants [C:1]1([C:26]2[CH:31]=[CH:30][CH:29]=[CH:28][CH:27]=2)[CH:6]=[CH:5][C:4]([CH2:7][C:8]2[C:15]([C:16]#[N:17])=[C:14]([O:18]C(C)C)[C:13]([O:22]C(C)C)=[CH:12][C:9]=2[C:10]#[N:11])=[CH:3][CH:2]=1.B(Br)(Br)Br.CO, predict the reaction product. The product is: [C:1]1([C:26]2[CH:31]=[CH:30][CH:29]=[CH:28][CH:27]=2)[CH:2]=[CH:3][C:4]([CH2:7][C:8]2[C:15]([C:16]#[N:17])=[C:14]([OH:18])[C:13]([OH:22])=[CH:12][C:9]=2[C:10]#[N:11])=[CH:5][CH:6]=1. (2) The product is: [Cl:1][C:2]1[CH:10]=[C:9]2[C:5]([C:6]([C:11]([OH:31])=[O:12])=[CH:7][NH:8]2)=[CH:4][C:3]=1[C:13]1[CH:14]=[CH:15][C:16]([O:17][CH2:18][C:19]([NH:21][CH3:22])=[O:20])=[CH:23][CH:24]=1. Given the reactants [Cl:1][C:2]1[CH:10]=[C:9]2[C:5]([C:6]([CH:11]=[O:12])=[CH:7][NH:8]2)=[CH:4][C:3]=1[C:13]1[CH:24]=[CH:23][C:16]([O:17][CH2:18][C:19]([NH:21][CH3:22])=[O:20])=[CH:15][CH:14]=1.CC(=CC)C.Cl([O-])=[O:31].[Na+].P([O-])([O-])([O-])=O.[Na+].[Na+].[Na+], predict the reaction product. (3) The product is: [CH3:38][C:37]1([CH3:39])[O:31][C@H:15]2[C@@H:14]([C@@H:13]([C@H:8]([O:7][CH2:6][C:5]3[CH:4]=[CH:3][C:2]([F:1])=[CH:34][CH:33]=3)[C:9]([F:10])([F:12])[F:11])[O:21][C@H:20]3[C@@H:16]2[N:17]=[C:18]([N:22]([CH3:30])[C:23](=[O:29])[O:24][C:25]([CH3:26])([CH3:27])[CH3:28])[S:19]3)[O:32]1. Given the reactants [F:1][C:2]1[CH:34]=[CH:33][C:5]([CH2:6][O:7][C@H:8]([C@H:13]2[O:21][C@H:20]3[C@H:16]([N:17]=[C:18]([N:22]([CH3:30])[C:23](=[O:29])[O:24][C:25]([CH3:28])([CH3:27])[CH3:26])[S:19]3)[C@@H:15]([OH:31])[C@@H:14]2[OH:32])[C:9]([F:12])([F:11])[F:10])=[CH:4][CH:3]=1.CO[C:37]([CH3:39])=[CH2:38].CC1C=CC(S(O)(=O)=O)=CC=1, predict the reaction product. (4) Given the reactants [C:1]([O:5][CH2:6][CH2:7][CH2:8][CH2:9][CH2:10][CH2:11][O:12][C:13]1[CH:61]=[CH:60][C:16]([C:17]([O:19][C@H:20](C2C=CC=CC=2)[CH2:21][O:22][C:23](=[O:53])[CH:24]=[CH:25][C:26]2[CH:31]=[CH:30][C:29]([O:32][C:33](=[O:52])[C:34]3[CH:39]=[CH:38][C:37]([O:40][CH2:41][CH2:42][CH2:43][CH2:44][CH2:45][CH2:46][O:47][C:48](=[O:51])[CH:49]=[CH2:50])=[CH:36][CH:35]=3)=[CH:28][CH:27]=2)=[O:18])=[CH:15][CH:14]=1)(=[O:4])[CH:2]=[CH2:3].C(OCCCCCCO[C:74]1[CH:93]=[CH:92][C:77](C(O[C:74]2[CH:93]=[CH:92][C:77](C=CC(O)=O)=[CH:76][CH:75]=2)=O)=[CH:76][CH:75]=1)(=O)C=C, predict the reaction product. The product is: [C:1]([O:5][CH2:6][CH2:7][CH2:8][CH2:9][CH2:10][CH2:11][O:12][C:13]1[CH:14]=[CH:15][C:16]([C:17]([O:19][CH2:20][C@H:21]([O:22][C:23](=[O:53])[CH:24]=[CH:25][C:26]2[CH:31]=[CH:30][C:29]([O:32][C:33](=[O:52])[C:34]3[CH:39]=[CH:38][C:37]([O:40][CH2:41][CH2:42][CH2:43][CH2:44][CH2:45][CH2:46][O:47][C:48](=[O:51])[CH:49]=[CH2:50])=[CH:36][CH:35]=3)=[CH:28][CH:27]=2)[C:74]2[CH:93]=[CH:92][CH:77]=[CH:76][CH:75]=2)=[O:18])=[CH:60][CH:61]=1)(=[O:4])[CH:2]=[CH2:3]. (5) Given the reactants [Cl:1][C:2]1[CH:3]=[C:4]([N:10]([CH2:16][CH:17]2[CH2:19][CH2:18]2)[C@H:11]([C:13]([OH:15])=O)[CH3:12])[CH:5]=[CH:6][C:7]=1[C:8]#[N:9].[CH2:20]([NH2:22])[CH3:21], predict the reaction product. The product is: [Cl:1][C:2]1[CH:3]=[C:4]([N:10]([CH2:16][CH:17]2[CH2:19][CH2:18]2)[C@H:11]([C:13]([NH:22][CH2:20][CH3:21])=[O:15])[CH3:12])[CH:5]=[CH:6][C:7]=1[C:8]#[N:9]. (6) The product is: [F:29][C:23]1[CH:24]=[C:25]([F:28])[CH:26]=[CH:27][C:22]=1[C:19]1[CH:18]=[CH:17][C:16]([O:15][CH2:14][C:10]2[CH:9]=[C:8]([NH:7][C:6]([C@H:38]3[CH2:42][CH2:41][CH2:40][C@H:39]3[C:43]([OH:45])=[O:44])=[O:5])[CH:13]=[CH:12][CH:11]=2)=[CH:21][CH:20]=1. Given the reactants C([O:5][C:6](=O)[NH:7][C:8]1[CH:13]=[CH:12][CH:11]=[C:10]([CH2:14][O:15][C:16]2[CH:21]=[CH:20][C:19]([C:22]3[CH:27]=[CH:26][C:25]([F:28])=[CH:24][C:23]=3[F:29])=[CH:18][CH:17]=2)[CH:9]=1)(C)(C)C.C(N(CC)CC)C.[C@@H:38]1(C(O)=O)[CH2:42][CH2:41][CH2:40][C@@H:39]1[C:43]([OH:45])=[O:44].CN(C(ON1N=NC2C=CC=NC1=2)=[N+](C)C)C.F[P-](F)(F)(F)(F)F, predict the reaction product. (7) Given the reactants [NH:1]1[CH:5]=[C:4]([B:6]2[O:14][C:11]([CH3:13])([CH3:12])[C:8]([CH3:10])([CH3:9])[O:7]2)[CH:3]=[N:2]1.C([O-])([O-])=O.[Cs+].[Cs+].[CH3:21][C:22]1([O:25][CH2:24]1)[CH3:23], predict the reaction product. The product is: [CH3:21][C:22]([OH:25])([CH3:24])[CH2:23][N:2]1[CH:3]=[C:4]([B:6]2[O:7][C:8]([CH3:9])([CH3:10])[C:11]([CH3:13])([CH3:12])[O:14]2)[CH:5]=[N:1]1. (8) The product is: [CH2:16]([N:23]1[CH2:28][CH2:27][C:26]([C:2]2[CH:7]=[C:6]([Cl:8])[CH:5]=[CH:4][C:3]=2[O:9][CH3:10])([OH:29])[CH2:25][CH2:24]1)[C:17]1[CH:18]=[CH:19][CH:20]=[CH:21][CH:22]=1. Given the reactants Br[C:2]1[CH:7]=[C:6]([Cl:8])[CH:5]=[CH:4][C:3]=1[O:9][CH3:10].[Li]CCCC.[CH2:16]([N:23]1[CH2:28][CH2:27][C:26](=[O:29])[CH2:25][CH2:24]1)[C:17]1[CH:22]=[CH:21][CH:20]=[CH:19][CH:18]=1, predict the reaction product.